From a dataset of NCI-60 drug combinations with 297,098 pairs across 59 cell lines. Regression. Given two drug SMILES strings and cell line genomic features, predict the synergy score measuring deviation from expected non-interaction effect. (1) Drug 1: CNC(=O)C1=CC=CC=C1SC2=CC3=C(C=C2)C(=NN3)C=CC4=CC=CC=N4. Drug 2: C1CC(C1)(C(=O)O)C(=O)O.[NH2-].[NH2-].[Pt+2]. Cell line: IGROV1. Synergy scores: CSS=39.2, Synergy_ZIP=-6.41, Synergy_Bliss=-3.21, Synergy_Loewe=-3.70, Synergy_HSA=-3.12. (2) Drug 1: C1CC(=O)NC(=O)C1N2CC3=C(C2=O)C=CC=C3N. Drug 2: C1CCC(CC1)NC(=O)N(CCCl)N=O. Cell line: DU-145. Synergy scores: CSS=5.45, Synergy_ZIP=-3.46, Synergy_Bliss=-4.85, Synergy_Loewe=-7.23, Synergy_HSA=-4.99. (3) Drug 2: CC=C1C(=O)NC(C(=O)OC2CC(=O)NC(C(=O)NC(CSSCCC=C2)C(=O)N1)C(C)C)C(C)C. Cell line: NCIH23. Drug 1: C1CN1P(=S)(N2CC2)N3CC3. Synergy scores: CSS=47.5, Synergy_ZIP=-1.41, Synergy_Bliss=2.98, Synergy_Loewe=-19.6, Synergy_HSA=4.51. (4) Drug 1: C1CC(C1)(C(=O)O)C(=O)O.[NH2-].[NH2-].[Pt+2]. Drug 2: CC1=C(C(=CC=C1)Cl)NC(=O)C2=CN=C(S2)NC3=CC(=NC(=N3)C)N4CCN(CC4)CCO. Cell line: ACHN. Synergy scores: CSS=9.00, Synergy_ZIP=-3.55, Synergy_Bliss=3.96, Synergy_Loewe=-1.31, Synergy_HSA=2.40. (5) Drug 1: CC1=C(C=C(C=C1)NC(=O)C2=CC=C(C=C2)CN3CCN(CC3)C)NC4=NC=CC(=N4)C5=CN=CC=C5. Drug 2: CC12CCC3C(C1CCC2O)C(CC4=C3C=CC(=C4)O)CCCCCCCCCS(=O)CCCC(C(F)(F)F)(F)F. Cell line: NCI-H460. Synergy scores: CSS=-0.795, Synergy_ZIP=-0.646, Synergy_Bliss=-2.65, Synergy_Loewe=-1.35, Synergy_HSA=-3.02. (6) Drug 1: CC1=CC=C(C=C1)C2=CC(=NN2C3=CC=C(C=C3)S(=O)(=O)N)C(F)(F)F. Drug 2: C1=CC=C(C(=C1)C(C2=CC=C(C=C2)Cl)C(Cl)Cl)Cl. Cell line: HCC-2998. Synergy scores: CSS=-0.506, Synergy_ZIP=1.71, Synergy_Bliss=2.88, Synergy_Loewe=0.848, Synergy_HSA=1.40. (7) Drug 1: CCCCC(=O)OCC(=O)C1(CC(C2=C(C1)C(=C3C(=C2O)C(=O)C4=C(C3=O)C=CC=C4OC)O)OC5CC(C(C(O5)C)O)NC(=O)C(F)(F)F)O. Drug 2: C1C(C(OC1N2C=NC(=NC2=O)N)CO)O. Cell line: MCF7. Synergy scores: CSS=41.9, Synergy_ZIP=-1.30, Synergy_Bliss=-0.0707, Synergy_Loewe=-0.862, Synergy_HSA=0.952.